Predict the product of the given reaction. From a dataset of Forward reaction prediction with 1.9M reactions from USPTO patents (1976-2016). (1) Given the reactants [C:1]([O:5][C:6]([N:8]1[CH2:13][CH2:12][CH:11]([C:14]([O:16][CH2:17][C:18]2[CH:23]=[CH:22][CH:21]=[CH:20][CH:19]=2)=[O:15])[CH2:10][CH2:9]1)=[O:7])([CH3:4])([CH3:3])[CH3:2].[CH3:24][Si]([N-][Si](C)(C)C)(C)C.[K+].C1(C)C=CC=CC=1.CI.O, predict the reaction product. The product is: [C:1]([O:5][C:6]([N:8]1[CH2:13][CH2:12][C:11]([CH3:24])([C:14]([O:16][CH2:17][C:18]2[CH:23]=[CH:22][CH:21]=[CH:20][CH:19]=2)=[O:15])[CH2:10][CH2:9]1)=[O:7])([CH3:4])([CH3:2])[CH3:3]. (2) Given the reactants Br[C:2]1[S:6][C:5]2=[N:7][C:8]([CH3:10])=[CH:9][N:4]2[N:3]=1.[CH3:11][O:12][C:13]1[CH:18]=[C:17](B2OC(C)(C)C(C)(C)O2)[CH:16]=[CH:15][C:14]=1[OH:28].C([O-])([O-])=O.[Na+].[Na+], predict the reaction product. The product is: [CH3:11][O:12][C:13]1[CH:18]=[C:17]([C:2]2[S:6][C:5]3=[N:7][C:8]([CH3:10])=[CH:9][N:4]3[N:3]=2)[CH:16]=[CH:15][C:14]=1[OH:28]. (3) Given the reactants [Cl:1][C:2]1[N:7]=[C:6]([CH:8]([OH:29])[CH:9]([NH:21]C(=O)OC(C)(C)C)[CH2:10][C:11]2[CH:16]=[CH:15][C:14]([C:17]([F:20])([F:19])[F:18])=[CH:13][CH:12]=2)[CH:5]=[CH:4][CH:3]=1.FC(F)(F)C(O)=O, predict the reaction product. The product is: [NH2:21][CH:9]([CH2:10][C:11]1[CH:12]=[CH:13][C:14]([C:17]([F:20])([F:19])[F:18])=[CH:15][CH:16]=1)[CH:8]([C:6]1[CH:5]=[CH:4][CH:3]=[C:2]([Cl:1])[N:7]=1)[OH:29].